From a dataset of Catalyst prediction with 721,799 reactions and 888 catalyst types from USPTO. Predict which catalyst facilitates the given reaction. (1) Reactant: [NH2:1][C:2]1[CH:10]=[C:9]([C:11]2[CH:12]=[C:13]([NH:19][S:20]([CH3:23])(=[O:22])=[O:21])[C:14]([O:17][CH3:18])=[N:15][CH:16]=2)[CH:8]=[C:7]2[C:3]=1[CH:4]=[N:5][N:6]2[S:24]([C:27]1[CH:32]=[CH:31][CH:30]=[CH:29][CH:28]=1)(=[O:26])=[O:25].N1C=CC=CC=1.[Cl:39][CH2:40][C:41]1[N:46]=[C:45]([C:47](Cl)=[O:48])[CH:44]=[CH:43][CH:42]=1.C(=O)(O)[O-].[Na+]. Product: [Cl:39][CH2:40][C:41]1[N:46]=[C:45]([C:47]([NH:1][C:2]2[CH:10]=[C:9]([C:11]3[CH:16]=[N:15][C:14]([O:17][CH3:18])=[C:13]([NH:19][S:20]([CH3:23])(=[O:22])=[O:21])[CH:12]=3)[CH:8]=[C:7]3[C:3]=2[CH:4]=[N:5][N:6]3[S:24]([C:27]2[CH:32]=[CH:31][CH:30]=[CH:29][CH:28]=2)(=[O:26])=[O:25])=[O:48])[CH:44]=[CH:43][CH:42]=1. The catalyst class is: 2. (2) Reactant: C(OC([N:8]1[CH2:23][CH2:22][C:11]2[N:12]([CH3:21])[C:13]3[C:14]([Cl:20])=[C:15]([Cl:19])[CH:16]=[CH:17][C:18]=3[C:10]=2[CH2:9]1)=O)(C)(C)C.C(O)(C(F)(F)F)=O. Product: [Cl:20][C:14]1[C:13]2[N:12]([CH3:21])[C:11]3[CH2:22][CH2:23][NH:8][CH2:9][C:10]=3[C:18]=2[CH:17]=[CH:16][C:15]=1[Cl:19]. The catalyst class is: 2. (3) Reactant: [NH2:1][C:2](=[S:8])[C:3]([O:5][CH2:6][CH3:7])=[O:4].Br[CH2:10][C:11](=O)[C:12]([OH:14])=[O:13]. Product: [CH2:6]([O:5][C:3]([C:2]1[S:8][CH:10]=[C:11]([C:12]([OH:14])=[O:13])[N:1]=1)=[O:4])[CH3:7]. The catalyst class is: 1. (4) Reactant: [C:1]1([C:7]2[C:11]([CH3:12])=[N:10][N:9]([C:13]3[CH:18]=[CH:17][CH:16]=[CH:15][CH:14]=3)[C:8]=2[NH2:19])[CH2:6][CH2:5][CH2:4][CH2:3][CH:2]=1.C(N=[C:23]=[O:24])C. Product: [CH3:12][C:11]1[C:7]2[C:1]3[CH2:6][CH2:5][CH2:4][CH2:3][C:2]=3[C:23](=[O:24])[NH:19][C:8]=2[N:9]([C:13]2[CH:18]=[CH:17][CH:16]=[CH:15][CH:14]=2)[N:10]=1. The catalyst class is: 17.